From a dataset of Forward reaction prediction with 1.9M reactions from USPTO patents (1976-2016). Predict the product of the given reaction. (1) The product is: [CH2:1]([CH:3]1[CH:4]2[C:5]([CH3:17])([CH2:10][CH:11]=[CH:12][CH2:13]2)[C:6](=[O:9])[CH2:7][CH2:8]1)[CH3:2]. Given the reactants [CH2:1]([CH:3]1[CH2:8][CH2:7][C:6](=[O:9])[C:5]([CH3:10])=[CH:4]1)[CH3:2].[CH2:11]=[CH:12][CH:13]=C.[Cl-].[Cl-].[CH2:17]([Al+2])C, predict the reaction product. (2) Given the reactants [O:1]=[C:2]1[N:11]([NH:12][S:13]([CH3:16])(=[O:15])=[O:14])[C:10](=[O:17])[C:9]2[C:4](=[CH:5][C:6]([C:22]([F:25])([F:24])[F:23])=[C:7]([C:18](=[O:21])[CH2:19][CH3:20])[CH:8]=2)[NH:3]1.[BH4-].[Na+].Cl, predict the reaction product. The product is: [OH:21][CH:18]([C:7]1[CH:8]=[C:9]2[C:4](=[CH:5][C:6]=1[C:22]([F:24])([F:23])[F:25])[NH:3][C:2](=[O:1])[N:11]([NH:12][S:13]([CH3:16])(=[O:15])=[O:14])[C:10]2=[O:17])[CH2:19][CH3:20]. (3) The product is: [C:27]([O:26][C:24](=[O:25])[N:4]([CH:1]([CH3:3])[CH3:2])[CH2:5][C:6]1[CH:11]=[CH:10][CH:9]=[CH:8][C:7]=1[N+:12]([O-:14])=[O:13])([CH3:30])([CH3:29])[CH3:28]. Given the reactants [CH:1]([NH:4][CH2:5][C:6]1[CH:11]=[CH:10][CH:9]=[CH:8][C:7]=1[N+:12]([O-:14])=[O:13])([CH3:3])[CH3:2].C(N(CC)C(C)C)(C)C.[C:24](O[C:24]([O:26][C:27]([CH3:30])([CH3:29])[CH3:28])=[O:25])([O:26][C:27]([CH3:30])([CH3:29])[CH3:28])=[O:25], predict the reaction product. (4) Given the reactants [CH3:1][O:2][C:3]1[CH:4]=[C:5]([NH:13][C:14]2[CH:19]=[N:18][CH:17]=[C:16](Cl)[N:15]=2)[CH:6]=[C:7]([O:11][CH3:12])[C:8]=1[O:9][CH3:10].[C:21]1(B(O)O)[CH:26]=[CH:25][CH:24]=[CH:23][CH:22]=1, predict the reaction product. The product is: [CH3:1][O:2][C:3]1[CH:4]=[C:5]([NH:13][C:14]2[CH:19]=[N:18][CH:17]=[C:16]([C:21]3[CH:26]=[CH:25][CH:24]=[CH:23][CH:22]=3)[N:15]=2)[CH:6]=[C:7]([O:11][CH3:12])[C:8]=1[O:9][CH3:10]. (5) Given the reactants [CH2:1]([O:8][C:9]([N:11]1[CH2:17][CH2:16][C:15](=[O:18])[N:14]([C@H:19]([CH2:30][OH:31])[CH2:20][CH2:21][O:22][CH2:23][C:24]2[CH:29]=[CH:28][CH:27]=[CH:26][CH:25]=2)[CH2:13][C@H:12]1[CH3:32])=[O:10])[C:2]1[CH:7]=[CH:6][CH:5]=[CH:4][CH:3]=1.[CH3:33]I, predict the reaction product. The product is: [CH2:1]([O:8][C:9]([N:11]1[CH2:17][CH2:16][C:15](=[O:18])[N:14]([C@H:19]([CH2:30][O:31][CH3:33])[CH2:20][CH2:21][O:22][CH2:23][C:24]2[CH:29]=[CH:28][CH:27]=[CH:26][CH:25]=2)[CH2:13][C@H:12]1[CH3:32])=[O:10])[C:2]1[CH:7]=[CH:6][CH:5]=[CH:4][CH:3]=1. (6) Given the reactants [OH:1][C:2]1[CH:10]=[CH:9][C:5]([C:6](O)=[O:7])=[C:4]([CH3:11])[CH:3]=1.[C:12](=O)([O-])[O-].[Cs+].[Cs+].IC.CN([CH:23]=[O:24])C, predict the reaction product. The product is: [CH3:12][O:1][C:2]1[CH:10]=[CH:9][C:5]([C:6]([O:24][CH3:23])=[O:7])=[C:4]([CH3:11])[CH:3]=1.